This data is from Catalyst prediction with 721,799 reactions and 888 catalyst types from USPTO. The task is: Predict which catalyst facilitates the given reaction. (1) Reactant: [Br:1][C:2]1[CH:3]=[C:4]([CH:7]=[C:8]([C:10]([F:13])([F:12])[F:11])[CH:9]=1)[CH:5]=O.[CH3:14][NH:15][CH3:16].C(O[BH-](OC(=O)C)OC(=O)C)(=O)C.[Na+]. Product: [Br:1][C:2]1[CH:3]=[C:4]([CH2:5][N:15]([CH3:16])[CH3:14])[CH:7]=[C:8]([C:10]([F:13])([F:12])[F:11])[CH:9]=1. The catalyst class is: 2. (2) Reactant: [Br:1][C:2]1[CH:10]=[CH:9][C:5]([C:6](O)=[O:7])=[C:4]([O:11][CH3:12])[CH:3]=1.O.[NH2:14][NH2:15]. Product: [Br:1][C:2]1[CH:10]=[CH:9][C:5]([C:6]([NH:14][NH2:15])=[O:7])=[C:4]([O:11][CH3:12])[CH:3]=1. The catalyst class is: 5. (3) Reactant: C(N(CC)CC)C.[CH3:8][N:9]1[C:13]([C:14]2[C:15]([CH3:34])=[C:16]([CH:21]=[C:22]([C:24]3[CH:25]=[N:26][C:27](S(C)(=O)=O)=[N:28][CH:29]=3)[CH:23]=2)[C:17]([O:19][CH3:20])=[O:18])=[C:12]([CH3:35])[CH:11]=[N:10]1.Cl.[C@H:37]12[CH2:43][C@H:40]([NH:41][CH2:42]1)[CH2:39][O:38]2.CCO. Product: [C@H:37]12[CH2:43][C@H:40]([N:41]([C:27]3[N:26]=[CH:25][C:24]([C:22]4[CH:23]=[C:14]([C:13]5[N:9]([CH3:8])[N:10]=[CH:11][C:12]=5[CH3:35])[C:15]([CH3:34])=[C:16]([CH:21]=4)[C:17]([O:19][CH3:20])=[O:18])=[CH:29][N:28]=3)[CH2:42]1)[CH2:39][O:38]2. The catalyst class is: 148. (4) Reactant: [N:1]1[CH:6]=[C:5]([C:7]2[C:16]3[CH2:15][CH2:14][CH2:13][CH2:12][C:11]=3[N:10]=[C:9]([O:17][CH2:18][C:19]3[N:24]=[C:23]([C:25]#[N:26])[CH:22]=[CH:21][CH:20]=3)[CH:8]=2)[CH:4]=[N:3][CH:2]=1.C([OH:31])(C)(C)C.[F-].[K+]. Product: [N:1]1[CH:6]=[C:5]([C:7]2[C:16]3[CH2:15][CH2:14][CH2:13][CH2:12][C:11]=3[N:10]=[C:9]([O:17][CH2:18][C:19]3[N:24]=[C:23]([C:25]([NH2:26])=[O:31])[CH:22]=[CH:21][CH:20]=3)[CH:8]=2)[CH:4]=[N:3][CH:2]=1. The catalyst class is: 13. (5) Reactant: [F:1][C:2]([F:12])([F:11])[C:3]([C:5]1[CH:10]=[CH:9][CH:8]=[CH:7][CH:6]=1)=O.C([O:15][C:16](=[O:23])[C@H:17]([CH2:19][CH:20]([CH3:22])[CH3:21])[NH2:18])C.C([O-])([O-])=O.[K+:28].[K+]. Product: [K+:28].[F:1][C:2]([F:12])([F:11])[C:3](=[N:18][C@H:17]([C:16]([O-:23])=[O:15])[CH2:19][CH:20]([CH3:22])[CH3:21])[C:5]1[CH:10]=[CH:9][CH:8]=[CH:7][CH:6]=1. The catalyst class is: 5. (6) Reactant: [C:1]1([C:7]2[CH:12]=[CH:11][C:10]([OH:13])=[CH:9][CH:8]=2)[CH:6]=[CH:5][CH:4]=[CH:3][CH:2]=1.Br[CH2:15][C:16]([O:18][CH3:19])=[O:17].C(=O)([O-])[O-].[Cs+].[Cs+]. Product: [CH3:19][O:18][C:16](=[O:17])[CH2:15][O:13][C:10]1[CH:9]=[CH:8][C:7]([C:1]2[CH:2]=[CH:3][CH:4]=[CH:5][CH:6]=2)=[CH:12][CH:11]=1. The catalyst class is: 21. (7) Reactant: [C:1]([OH:8])(=[O:7])/[CH:2]=[CH:3]\[C:4]([OH:6])=[O:5].COC(=O)[O-].[CH3:14][NH+:15]1[CH2:19][CH:18]([CH3:20])[N:17]([CH3:21])[CH:16]1[CH3:22]. Product: [CH3:14][NH+:15]1[CH2:19][CH:18]([CH3:20])[N:17]([CH3:21])[CH:16]1[CH3:22].[C:1]([O-:8])(=[O:7])/[CH:2]=[CH:3]\[C:4]([O-:6])=[O:5]. The catalyst class is: 5. (8) Reactant: [CH3:1][C:2]1[CH:7]=[CH:6][C:5]([S:8]([N:11]([C@H:16]([C:41]([NH2:43])=[O:42])[CH2:17][CH2:18][CH2:19][CH2:20][NH:21][C:22]([C@@H:24]([NH:32][S:33]([C:36]2[S:40][CH:39]=[CH:38][CH:37]=2)(=[O:35])=[O:34])[CH2:25][C:26]2[CH:31]=[CH:30][CH:29]=[CH:28][CH:27]=2)=[O:23])[CH2:12][CH:13]([CH3:15])[CH3:14])(=[O:10])=[O:9])=[CH:4][CH:3]=1.N[OH:45]. Product: [CH3:1][C:2]1[CH:3]=[CH:4][C:5]([S:8]([N:11]([C@H:16]([C:41]([NH:43][OH:45])=[O:42])[CH2:17][CH2:18][CH2:19][CH2:20][NH:21][C:22]([C@@H:24]([NH:32][S:33]([C:36]2[S:40][CH:39]=[CH:38][CH:37]=2)(=[O:34])=[O:35])[CH2:25][C:26]2[CH:31]=[CH:30][CH:29]=[CH:28][CH:27]=2)=[O:23])[CH2:12][CH:13]([CH3:15])[CH3:14])(=[O:9])=[O:10])=[CH:6][CH:7]=1. The catalyst class is: 8. (9) Reactant: [Br:1][C:2]1[CH:3]=[CH:4][C:5]([Cl:19])=[C:6]([CH:8]([C:10]2[CH:15]=[CH:14][C:13]([O:16][CH2:17][CH3:18])=[CH:12][CH:11]=2)[OH:9])[CH:7]=1.O1CCCC1.[H-].[Na+].[H][H].[CH2:29](Br)[C:30]1[CH:35]=[CH:34][CH:33]=[CH:32][CH:31]=1.Cl. Product: [CH2:29]([O:9][CH:8]([C:10]1[CH:15]=[CH:14][C:13]([O:16][CH2:17][CH3:18])=[CH:12][CH:11]=1)[C:6]1[CH:7]=[C:2]([Br:1])[CH:3]=[CH:4][C:5]=1[Cl:19])[C:30]1[CH:35]=[CH:34][CH:33]=[CH:32][CH:31]=1. The catalyst class is: 13.